Task: Predict the product of the given reaction.. Dataset: Forward reaction prediction with 1.9M reactions from USPTO patents (1976-2016) (1) The product is: [F:33][C:2]([F:32])([F:1])[C:3]1[CH:4]=[C:5]([NH:17][C:18]([N:20]2[CH2:26][CH2:25][CH2:24][CH2:23][C:22]3[CH:27]=[C:28]([O:31][C:39]4[CH:38]=[C:37]([Cl:42])[N:36]=[C:35]([NH2:34])[N:40]=4)[CH:29]=[CH:30][C:21]2=3)=[O:19])[CH:6]=[CH:7][C:8]=1[CH2:9][N:10]1[CH2:11][CH2:12][N:13]([CH3:16])[CH2:14][CH2:15]1. Given the reactants [F:1][C:2]([F:33])([F:32])[C:3]1[CH:4]=[C:5]([NH:17][C:18]([N:20]2[CH2:26][CH2:25][CH2:24][CH2:23][C:22]3[CH:27]=[C:28]([OH:31])[CH:29]=[CH:30][C:21]2=3)=[O:19])[CH:6]=[CH:7][C:8]=1[CH2:9][N:10]1[CH2:15][CH2:14][N:13]([CH3:16])[CH2:12][CH2:11]1.[NH2:34][C:35]1[N:40]=[C:39](Cl)[CH:38]=[C:37]([Cl:42])[N:36]=1.[OH-].[Na+].CCOC(C)=O, predict the reaction product. (2) Given the reactants O[N:2]=[CH:3][C:4]1[CH:5]=[C:6]([CH:9]=[CH:10][CH:11]=1)[C:7]#[N:8].[ClH:12].[O-:13]Cl.[Na+], predict the reaction product. The product is: [C:7]([C:6]1[CH:5]=[C:4]([CH:11]=[CH:10][CH:9]=1)[C:3]([NH:2][Cl:12])=[O:13])#[N:8]. (3) Given the reactants [OH:1][C@H:2]([CH3:6])[C:3]([NH2:5])=O.F[B-](F)(F)F.C([O+](CC)CC)C.N[C:20]1[C:21]([NH:29][CH:30]2[CH2:35][CH2:34][CH2:33][CH:32]([CH2:36][CH2:37][C:38]#[N:39])[CH2:31]2)=[C:22]2[S:28][CH:27]=[CH:26][C:23]2=[N:24][CH:25]=1, predict the reaction product. The product is: [OH:1][C@@H:2]([C:3]1[N:29]([CH:30]2[CH2:35][CH2:34][CH2:33][CH:32]([CH2:36][CH2:37][C:38]#[N:39])[CH2:31]2)[C:21]2=[C:22]3[S:28][CH:27]=[CH:26][C:23]3=[N:24][CH:25]=[C:20]2[N:5]=1)[CH3:6]. (4) Given the reactants C[O:2][C:3](=[O:29])[CH2:4][C:5]1([C:20]2[CH:28]=[CH:27][C:23]3[O:24][CH2:25][O:26][C:22]=3[CH:21]=2)[C:13]2[C:8](=[CH:9][CH:10]=[CH:11][CH:12]=2)[N:7]([CH2:14][CH2:15][CH2:16][CH2:17][CH3:18])[C:6]1=[O:19].O.[OH-].[Li+], predict the reaction product. The product is: [O:24]1[C:23]2[CH:27]=[CH:28][C:20]([C:5]3([CH2:4][C:3]([OH:29])=[O:2])[C:13]4[C:8](=[CH:9][CH:10]=[CH:11][CH:12]=4)[N:7]([CH2:14][CH2:15][CH2:16][CH2:17][CH3:18])[C:6]3=[O:19])=[CH:21][C:22]=2[O:26][CH2:25]1. (5) Given the reactants C1(P(C2C=CC=CC=2)C2C=CC=CC=2)C=CC=CC=1.N(C(OCC)=O)=NC(OCC)=O.P([N:48]=[N+:49]=[N-:50])(=O)(OC1C=CC=CC=1)OC1C=CC=CC=1.[CH3:51][O:52][C:53](=[O:76])[C@H:54]([CH2:63][CH2:64][C@H:65](O)[CH2:66][O:67][Si:68]([C:71]([CH3:74])([CH3:73])[CH3:72])([CH3:70])[CH3:69])[NH:55][C:56]([O:58][C:59]([CH3:62])([CH3:61])[CH3:60])=[O:57], predict the reaction product. The product is: [CH3:51][O:52][C:53](=[O:76])[C@H:54]([CH2:63][CH2:64][C@@H:65]([N:48]=[N+:49]=[N-:50])[CH2:66][O:67][Si:68]([C:71]([CH3:74])([CH3:73])[CH3:72])([CH3:70])[CH3:69])[NH:55][C:56]([O:58][C:59]([CH3:62])([CH3:61])[CH3:60])=[O:57]. (6) Given the reactants CC(C)CCN[C:6]1[CH:13]=[CH:12][C:9](C#N)=[CH:8][C:7]=1[N+:14]([O-:16])=[O:15].[H-].[Na+].CI, predict the reaction product. The product is: [N+:14]([C:7]1[CH:8]=[CH:9][CH:12]=[CH:13][CH:6]=1)([O-:16])=[O:15]. (7) Given the reactants [F:1][C:2]1[CH:7]=[CH:6][CH:5]=[C:4]([F:8])[C:3]=1[NH:9][C:10]([C:12]1[CH:16]=[CH:15][N:14]([CH2:17][C:18]2[CH:23]=[CH:22][CH:21]=[CH:20][C:19]=2I)[N:13]=1)=[O:11].[CH3:25][O:26][C:27]1[CH:28]=[C:29]([OH:33])[CH:30]=[CH:31][CH:32]=1.C(=O)([O-])[O-].[Cs+].[Cs+], predict the reaction product. The product is: [F:1][C:2]1[CH:7]=[CH:6][CH:5]=[C:4]([F:8])[C:3]=1[NH:9][C:10]([C:12]1[CH:16]=[CH:15][N:14]([CH2:17][C:18]2[CH:23]=[CH:22][CH:21]=[CH:20][C:19]=2[O:33][C:29]2[CH:30]=[CH:31][CH:32]=[C:27]([O:26][CH3:25])[CH:28]=2)[N:13]=1)=[O:11].